Dataset: Forward reaction prediction with 1.9M reactions from USPTO patents (1976-2016). Task: Predict the product of the given reaction. (1) Given the reactants [NH2:1][C:2]1[CH:11]=[C:10]2[C:5]([CH:6]=[CH:7][C:8]([OH:12])=[CH:9]2)=[CH:4][CH:3]=1.CC(C)([O-])C.[Na+].C1C=CC(N([S:26]([C:29]([F:32])([F:31])[F:30])(=[O:28])=[O:27])[S:26]([C:29]([F:32])([F:31])[F:30])(=[O:28])=[O:27])=CC=1, predict the reaction product. The product is: [NH2:1][C:2]1[CH:11]=[C:10]2[C:5]([CH:6]=[CH:7][C:8]([O:12][S:26]([C:29]([F:32])([F:31])[F:30])(=[O:28])=[O:27])=[CH:9]2)=[CH:4][CH:3]=1. (2) The product is: [Cl:8][C:13]([C:12]([F:23])([F:22])[F:11])=[C:14]([C:15]1[CH:20]=[CH:19][CH:18]=[CH:17][CH:16]=1)[CH:4]=[O:5]. Given the reactants CN([CH:4]=[O:5])C.O=P(Cl)(Cl)[Cl:8].[F:11][C:12]([F:23])([F:22])[C:13](=O)[CH2:14][C:15]1[CH:20]=[CH:19][CH:18]=[CH:17][CH:16]=1, predict the reaction product. (3) Given the reactants [CH3:1][C:2]1([CH3:18])[C:13]2[C:5](=[CH:6][C:7]3[NH:8][CH:9]=[N:10][C:11]=3[CH:12]=2)[C:4]([CH3:15])([CH3:14])[C:3]1([CH3:17])[CH3:16].Br[C:20]1[CH:25]=[CH:24][CH:23]=[CH:22][CH:21]=1.C(=O)([O-])[O-].[K+].[K+].CN(C)CC(O)=O, predict the reaction product. The product is: [CH3:1][C:2]1([CH3:18])[C:13]2[C:5](=[CH:6][C:7]3[N:8]([C:20]4[CH:25]=[CH:24][CH:23]=[CH:22][CH:21]=4)[CH:9]=[N:10][C:11]=3[CH:12]=2)[C:4]([CH3:15])([CH3:14])[C:3]1([CH3:17])[CH3:16]. (4) The product is: [CH3:8][C:5]1([OH:4])[CH2:6][CH:11]1[Si:13]([CH3:16])([CH3:15])[CH3:14]. Given the reactants [Mg].C([O:4][CH2:5][CH3:6])C.Cl[CH:8](C)C.[CH:11]([Si:13]([CH3:16])([CH3:15])[CH3:14])=C, predict the reaction product. (5) Given the reactants Cl.C[O:3][C:4](=[O:39])[C:5]1[CH:10]=[CH:9][C:8]([CH2:11][O:12][C:13]2[CH:18]=[CH:17][C:16]([CH2:19][C@H:20]([NH2:38])[C:21]3[N:22]([CH2:34][CH2:35][CH2:36][CH3:37])[CH:23]=[C:24]([C:26]4[CH:31]=[CH:30][C:29]([Cl:32])=[CH:28][C:27]=4[Cl:33])[N:25]=3)=[CH:15][CH:14]=2)=[CH:7][CH:6]=1.[CH2:40]([O:44][C:45]1[CH:50]=[CH:49][C:48]([CH:51]=[CH:52][C:53](O)=[O:54])=[CH:47][CH:46]=1)[CH2:41][CH2:42][CH3:43], predict the reaction product. The product is: [CH2:40]([O:44][C:45]1[CH:46]=[CH:47][C:48]([CH:51]=[CH:52][C:53]([NH:38][C@H:20]([C:21]2[N:22]([CH2:34][CH2:35][CH2:36][CH3:37])[CH:23]=[C:24]([C:26]3[CH:31]=[CH:30][C:29]([Cl:32])=[CH:28][C:27]=3[Cl:33])[N:25]=2)[CH2:19][C:16]2[CH:15]=[CH:14][C:13]([O:12][CH2:11][C:8]3[CH:7]=[CH:6][C:5]([C:4]([OH:3])=[O:39])=[CH:10][CH:9]=3)=[CH:18][CH:17]=2)=[O:54])=[CH:49][CH:50]=1)[CH2:41][CH2:42][CH3:43].